This data is from Forward reaction prediction with 1.9M reactions from USPTO patents (1976-2016). The task is: Predict the product of the given reaction. (1) Given the reactants [Br:1][C:2]1[CH:7]=[CH:6][CH:5]=[CH:4][C:3]=1[CH2:8][C:9]([CH3:17])([CH3:16])[CH2:10][C:11](=[O:15])[C:12]([OH:14])=[O:13].[C:18](=O)([O-])[O-].[K+].[K+].IC, predict the reaction product. The product is: [CH3:18][O:13][C:12](=[O:14])[C:11](=[O:15])[CH2:10][C:9]([CH3:17])([CH3:16])[CH2:8][C:3]1[CH:4]=[CH:5][CH:6]=[CH:7][C:2]=1[Br:1]. (2) Given the reactants [F:1][C:2]([F:13])([F:12])[C:3]1[CH:8]=[CH:7][C:6]([C:9](Cl)=[O:10])=[CH:5][CH:4]=1.[NH2:14][C:15]1[CH:20]=[CH:19][C:18]([C:21]2[C:29]3[C:24](=[N:25][CH:26]=[N:27][C:28]=3[NH2:30])[N:23]([C@H:31]3[CH2:36][CH2:35][C@H:34]([N:37]4[CH2:42][CH2:41][N:40]([CH3:43])[CH2:39][CH2:38]4)[CH2:33][CH2:32]3)[N:22]=2)=[CH:17][C:16]=1[O:44][CH3:45], predict the reaction product. The product is: [NH2:30][C:28]1[N:27]=[CH:26][N:25]=[C:24]2[N:23]([C@H:31]3[CH2:36][CH2:35][C@H:34]([N:37]4[CH2:38][CH2:39][N:40]([CH3:43])[CH2:41][CH2:42]4)[CH2:33][CH2:32]3)[N:22]=[C:21]([C:18]3[CH:19]=[CH:20][C:15]([NH:14][C:9](=[O:10])[C:6]4[CH:7]=[CH:8][C:3]([C:2]([F:13])([F:12])[F:1])=[CH:4][CH:5]=4)=[C:16]([O:44][CH3:45])[CH:17]=3)[C:29]=12. (3) The product is: [C:50]([O:42][N:41]=[C:10]1[C@@H:9]([O:8][CH2:1][C:2]2[CH:3]=[CH:4][CH:5]=[CH:6][CH:7]=2)[C@H:14]([O:15][CH2:16][C:17]2[CH:18]=[CH:19][CH:20]=[CH:21][CH:22]=2)[C@@H:13]([CH2:23][O:24][CH2:25][C:26]2[CH:27]=[CH:28][CH:29]=[CH:30][CH:31]=2)[O:12][C@@H:11]1[CH2:32][P:33](=[O:40])([O:34][CH2:35][CH3:36])[O:37][CH2:38][CH3:39])(=[O:51])[CH3:49]. Given the reactants [CH2:1]([O:8][C@H:9]1[C@H:14]([O:15][CH2:16][C:17]2[CH:22]=[CH:21][CH:20]=[CH:19][CH:18]=2)[C@@H:13]([CH2:23][O:24][CH2:25][C:26]2[CH:31]=[CH:30][CH:29]=[CH:28][CH:27]=2)[O:12][C@H:11]([CH2:32][P:33](=[O:40])([O:37][CH2:38][CH3:39])[O:34][CH2:35][CH3:36])[C:10]1=[N:41][OH:42])[C:2]1[CH:7]=[CH:6][CH:5]=[CH:4][CH:3]=1.N1C=CC=CC=1.[CH3:49][C:50](OC(C)=O)=[O:51], predict the reaction product. (4) Given the reactants C(OC(=O)N[C@H](C1C(Br)=CC=C(C#CC2C=NC=NC=2)N=1)CC1C=C(F)C=C(F)C=1)(C)(C)C.[Br:34][C:35]1[C:36]([C@@H:42]([NH:52][C:53](=[O:70])[CH2:54][N:55]2[C:59]3[C:60]([F:65])([F:64])[C@@H:61]4[CH2:63][C@@H:62]4[C:58]=3[C:57]([C:66]([F:69])([F:68])[F:67])=[N:56]2)[CH2:43][C:44]2[CH:49]=[C:48]([F:50])[CH:47]=[C:46]([F:51])[CH:45]=2)=[N:37][C:38](Br)=[CH:39][CH:40]=1.[C:71]([C:73]1[CH:74]=[CH:75][C:76]([O:79][CH3:80])=[N:77][CH:78]=1)#[CH:72], predict the reaction product. The product is: [Br:34][C:35]1[C:36]([C@@H:42]([NH:52][C:53](=[O:70])[CH2:54][N:55]2[C:59]3[C:60]([F:64])([F:65])[C@@H:61]4[CH2:63][C@@H:62]4[C:58]=3[C:57]([C:66]([F:69])([F:68])[F:67])=[N:56]2)[CH2:43][C:44]2[CH:45]=[C:46]([F:51])[CH:47]=[C:48]([F:50])[CH:49]=2)=[N:37][C:38]([C:72]#[C:71][C:73]2[CH:78]=[N:77][C:76]([O:79][CH3:80])=[CH:75][CH:74]=2)=[CH:39][CH:40]=1. (5) Given the reactants [I:1][C:2]1[CH:3]=[C:4]([N+:9]([O-])=O)[C:5]([F:8])=[N:6][CH:7]=1.C(O)C.Cl, predict the reaction product. The product is: [I:1][C:2]1[CH:3]=[C:4]([NH2:9])[C:5]([F:8])=[N:6][CH:7]=1. (6) Given the reactants Br[C:2]1[N:11]([CH2:12][O:13][CH2:14][CH2:15][Si:16]([CH3:19])([CH3:18])[CH3:17])[C:5]2[CH:6]=[N:7][NH:8][C:9](=[O:10])[C:4]=2[C:3]=1[Cl:20].BrC1N(COCC[Si](C)(C)C)C2C=NNC(=O)C=2C=1.[CH:40]1([CH2:43][O:44][C:45]2[CH:46]=[C:47](B(O)O)[CH:48]=[CH:49][C:50]=2[O:51][CH:52]([F:54])[F:53])[CH2:42][CH2:41]1.C1(OC2C=C(B3OC(C)(C)C(C)(C)O3)C=CC=2OC(F)F)CC1, predict the reaction product. The product is: [Cl:20][C:3]1[C:4]2[C:9](=[O:10])[NH:8][N:7]=[CH:6][C:5]=2[N:11]([CH2:12][O:13][CH2:14][CH2:15][Si:16]([CH3:19])([CH3:18])[CH3:17])[C:2]=1[C:47]1[CH:48]=[CH:49][C:50]([O:51][CH:52]([F:54])[F:53])=[C:45]([O:44][CH2:43][CH:40]2[CH2:42][CH2:41]2)[CH:46]=1. (7) Given the reactants [CH2:1]([O:8][C:9]1[C:10]([CH2:23][CH:24]=O)=[C:11]([C:19](OC)=[O:20])[CH:12]=[C:13]([CH:18]=1)[C:14]([O:16][CH3:17])=[O:15])[C:2]1[CH:7]=[CH:6][CH:5]=[CH:4][CH:3]=1.[CH2:26](N)[CH:27](C)[CH3:28].[BH3-][C:32]#[N:33].[Na+], predict the reaction product. The product is: [CH2:1]([O:8][C:9]1[CH:18]=[C:13]([C:14]([O:16][CH3:17])=[O:15])[CH:12]=[C:11]2[C:10]=1[CH2:23][CH2:24][N:33]([CH2:32][CH:27]([CH3:28])[CH3:26])[C:19]2=[O:20])[C:2]1[CH:7]=[CH:6][CH:5]=[CH:4][CH:3]=1.